This data is from Retrosynthesis with 50K atom-mapped reactions and 10 reaction types from USPTO. The task is: Predict the reactants needed to synthesize the given product. Given the product O=C(NC(CC1C(=O)Nc2ccccc21)C(=O)O)c1ccc(Cl)cc1, predict the reactants needed to synthesize it. The reactants are: CCOC(=O)c1ccc(Cl)cc1.NC(CC1C(=O)Nc2ccccc21)C(=O)O.